From a dataset of Forward reaction prediction with 1.9M reactions from USPTO patents (1976-2016). Predict the product of the given reaction. (1) Given the reactants O.O.[Sn](Cl)Cl.[F:6][C:7]([F:24])([F:23])[C:8]([NH:10][CH2:11][C:12]#[C:13][C:14]1[CH:19]=[CH:18][CH:17]=[C:16]([N+:20]([O-])=O)[CH:15]=1)=[O:9], predict the reaction product. The product is: [NH2:20][C:16]1[CH:15]=[C:14]([C:13]#[C:12][CH2:11][NH:10][C:8](=[O:9])[C:7]([F:6])([F:23])[F:24])[CH:19]=[CH:18][CH:17]=1. (2) Given the reactants [C:1]([NH:8][CH:9]([C:14]1[CH:18]=[CH:17][N:16]([CH3:19])[N:15]=1)[C:10]([O:12]C)=[O:11])([O:3][C:4]([CH3:7])([CH3:6])[CH3:5])=[O:2].O.[OH-].[Li+], predict the reaction product. The product is: [C:1]([NH:8][CH:9]([C:14]1[CH:18]=[CH:17][N:16]([CH3:19])[N:15]=1)[C:10]([OH:12])=[O:11])([O:3][C:4]([CH3:7])([CH3:6])[CH3:5])=[O:2]. (3) The product is: [C:3]1([S:9]([CH2:12][CH2:13][CH2:14][C:15]2[N:19]([CH2:20][CH2:21][CH2:22][CH3:23])[N:18]=[C:17]([C:24]([OH:26])=[O:25])[CH:16]=2)(=[O:11])=[O:10])[CH:4]=[CH:5][CH:6]=[CH:7][CH:8]=1. Given the reactants [OH-].[Na+].[C:3]1([S:9]([CH2:12][CH2:13][CH2:14][C:15]2[N:19]([CH2:20][CH2:21][CH2:22][CH3:23])[N:18]=[C:17]([C:24]([O:26]CC)=[O:25])[CH:16]=2)(=[O:11])=[O:10])[CH:8]=[CH:7][CH:6]=[CH:5][CH:4]=1, predict the reaction product. (4) Given the reactants [CH2:1]([O:3][C:4](=[O:18])[C:5]1[CH:10]=[C:9]([C:11]([F:14])([F:13])[F:12])C(C=C)=[CH:7][C:6]=1[NH2:17])[CH3:2].N([O-])=O.[Na+].C(OCC)(=[O:25])C.[C:29]([OH:33])(C)([CH3:31])[CH3:30], predict the reaction product. The product is: [CH2:1]([O:3][C:4](=[O:18])[C:5]1[CH:10]=[C:9]([C:11]([F:14])([F:13])[F:12])[C:30]([CH:29]([OH:33])[CH2:31][OH:25])=[CH:7][C:6]=1[NH2:17])[CH3:2]. (5) Given the reactants C1C2NC3C(=CC=CC=3)C=2C=C(C=O)C=1.C1(CN)CCC1.[CH:22]1([CH2:26][N:27]2[C:39]3[CH:38]=[CH:37][C:36]([CH:40]=O)=[CH:35][C:34]=3[C:33]3[C:28]2=[CH:29][CH:30]=[CH:31][CH:32]=3)[CH2:25][CH2:24][CH2:23]1.[NH2:42][C:43]1[CH:44]=[C:45]([CH:51]=[CH:52][C:53]=1[NH:54][CH2:55][CH:56]1[CH2:58][CH2:57]1)[C:46]([O:48]CC)=[O:47], predict the reaction product. The product is: [CH:22]1([CH2:26][N:27]2[C:39]3[CH:38]=[CH:37][C:36]([C:40]4[N:54]([CH2:55][CH:56]5[CH2:57][CH2:58]5)[C:53]5[CH:52]=[CH:51][C:45]([C:46]([OH:48])=[O:47])=[CH:44][C:43]=5[N:42]=4)=[CH:35][C:34]=3[C:33]3[C:28]2=[CH:29][CH:30]=[CH:31][CH:32]=3)[CH2:23][CH2:24][CH2:25]1.